Dataset: Forward reaction prediction with 1.9M reactions from USPTO patents (1976-2016). Task: Predict the product of the given reaction. (1) Given the reactants FC1C=C(F)C=CC=1C1C=CC2C(=CC=C(O)C=2)C=1C(C1C=CC(OCCN2CCCCC2)=CC=1)=O.[N:37]1([CH2:44][CH2:45][O:46][C:47]2[CH:52]=[CH:51][C:50]([C:53]([C:55]3[C:64]4[C:59](=[CH:60][C:61]([O:65]C)=[CH:62][CH:63]=4)[CH:58]=[CH:57][C:56]=3[C:67]3[CH:72]=[CH:71][C:70]([F:73])=[CH:69][C:68]=3[F:74])=[O:54])=[CH:49][CH:48]=2)[CH2:43][CH2:42][CH2:41][CH2:40][CH2:39][CH2:38]1.B(Br)(Br)Br, predict the reaction product. The product is: [N:37]1([CH2:44][CH2:45][O:46][C:47]2[CH:52]=[CH:51][C:50]([C:53]([C:55]3[C:64]4[C:59](=[CH:60][C:61]([OH:65])=[CH:62][CH:63]=4)[CH:58]=[CH:57][C:56]=3[C:67]3[CH:72]=[CH:71][C:70]([F:73])=[CH:69][C:68]=3[F:74])=[O:54])=[CH:49][CH:48]=2)[CH2:43][CH2:42][CH2:41][CH2:40][CH2:39][CH2:38]1. (2) Given the reactants [H-].[Na+].[CH2:3]1[N:14]2[C:15]3[CH:7]([CH2:8][CH2:9][C:10](=[O:16])[C:11]=3[CH:12]=[CH:13]2)[CH2:6][NH:5][CH2:4]1.I[CH3:18], predict the reaction product. The product is: [CH3:18][CH:9]1[CH2:8][CH:7]2[CH2:6][NH:5][CH2:4][CH2:3][N:14]3[C:15]2=[C:11]([CH:12]=[CH:13]3)[C:10]1=[O:16]. (3) The product is: [N:35]([CH2:38][C:39]([NH:24][CH:23]([CH2:25][CH2:26][C:27]([OH:29])=[O:28])[C:22]([OH:21])=[O:34])=[O:40])=[N+:36]=[N-:37]. Given the reactants C1CCC(N=C=NC2CCCCC2)CC1.Cl.C([O:21][C:22](=[O:34])[C@H:23]([CH2:25][CH2:26][C:27]([O:29]C(C)(C)C)=[O:28])[NH2:24])(C)(C)C.[N:35]([CH2:38][C:39](O)=[O:40])=[N+:36]=[N-:37].C1C=NC2N(O)N=NC=2C=1.CCN(C(C)C)C(C)C, predict the reaction product. (4) Given the reactants [OH:1][C:2]1([C:12]2[S:13][CH:14]=[C:15]([C:17]([OH:19])=O)[N:16]=2)[CH2:11][CH2:10][C:5]2([O:9][CH2:8][CH2:7][O:6]2)[CH2:4][CH2:3]1.CN.C[CH2:23][N:24](CC)CC.C(Cl)CCl.C1C=CC2N(O)N=NC=2C=1, predict the reaction product. The product is: [OH:1][C:2]1([C:12]2[S:13][CH:14]=[C:15]([C:17]([NH:24][CH3:23])=[O:19])[N:16]=2)[CH2:11][CH2:10][C:5]2([O:9][CH2:8][CH2:7][O:6]2)[CH2:4][CH2:3]1. (5) Given the reactants [CH2:1]([N:8]([CH3:25])[C:9]1[CH:14]=[CH:13][C:12]([C:15]([CH3:21])([CH2:19][OH:20])[C:16]([OH:18])=O)=[CH:11][C:10]=1[N+:22]([O-:24])=[O:23])[C:2]1[CH:7]=[CH:6][CH:5]=[CH:4][CH:3]=1.[NH:26]1[CH2:30][CH2:29][CH2:28][CH2:27]1, predict the reaction product. The product is: [CH2:1]([N:8]([CH3:25])[C:9]1[CH:14]=[CH:13][C:12]([C:15]([CH3:21])([CH2:19][OH:20])[C:16]([N:26]2[CH2:30][CH2:29][CH2:28][CH2:27]2)=[O:18])=[CH:11][C:10]=1[N+:22]([O-:24])=[O:23])[C:2]1[CH:7]=[CH:6][CH:5]=[CH:4][CH:3]=1. (6) Given the reactants N1CCCCC1.C([Li])CCC.[N:12]1[CH:17]=[CH:16][CH:15]=[CH:14][C:13]=1[C:18]([OH:20])=[O:19].[Cl:21][C:22]1[CH:27]=[CH:26][C:25]([C:28]([CH3:38])([CH3:37])[C:29]([N:31]2[CH2:35][CH2:34][C:33](=O)[CH2:32]2)=[O:30])=[CH:24][CH:23]=1.Cl.C([O-])(O)=O.[Na+], predict the reaction product. The product is: [Cl:21][C:22]1[CH:27]=[CH:26][C:25]([C:28]([CH3:38])([CH3:37])[C:29]([N:31]2[CH2:32][CH2:33][C:34]3([C:14]4[C:13](=[N:12][CH:17]=[CH:16][CH:15]=4)[C:18](=[O:20])[O:19]3)[CH2:35]2)=[O:30])=[CH:24][CH:23]=1. (7) Given the reactants [C:1]1([CH:7]2[NH:16][C:15]3[C:10](=[CH:11][CH:12]=[CH:13][CH:14]=3)[NH:9][C:8]2=[O:17])[CH:6]=[CH:5][CH:4]=[CH:3][CH:2]=1.[N:18]([O-])=[O:19].[Na+], predict the reaction product. The product is: [N:18]([N:16]1[C:15]2[C:10](=[CH:11][CH:12]=[CH:13][CH:14]=2)[NH:9][C:8](=[O:17])[CH:7]1[C:1]1[CH:2]=[CH:3][CH:4]=[CH:5][CH:6]=1)=[O:19]. (8) Given the reactants [Cl:1][C:2]1[C:3]([CH3:18])=[C:4]([N:10]2[CH2:17][CH2:16][CH2:15][C@H:11]2[C:12]([OH:14])=O)[CH:5]=[CH:6][C:7]=1[C:8]#[N:9].CN(C(ON1N=NC2C=CC=CC1=2)=[N+](C)C)C.[B-](F)(F)(F)F.C(N(C(C)C)CC)(C)C.ON1C2C=CC=CC=2N=N1.O[NH:61][C:62](=[NH:64])[CH3:63], predict the reaction product. The product is: [Cl:1][C:2]1[C:3]([CH3:18])=[C:4]([N:10]2[CH2:17][CH2:16][CH2:15][CH:11]2[C:12]2[O:14][N:64]=[C:62]([CH3:63])[N:61]=2)[CH:5]=[CH:6][C:7]=1[C:8]#[N:9]. (9) Given the reactants C(C1C=CC(C(OC)=O)=CC=1C)=O.[F:14][C:15]1([F:30])[O:19][C:18]2[CH:20]=[CH:21][C:22]([C:24]3([C:27]([OH:29])=O)[CH2:26][CH2:25]3)=[CH:23][C:17]=2[O:16]1.F[P-](F)(F)(F)(F)F.CN(C(N(C)C)=[N+]1C2C(=NC=CC=2)[N+]([O-])=N1)C.[NH2:55][CH:56]1[CH2:61][C@@H:60]([C:62]2[CH:67]=[CH:66][CH:65]=[CH:64][CH:63]=2)[O:59][C@@H:58]([C:68]2[CH:77]=[CH:76][C:71]([C:72]([O:74][CH3:75])=[O:73])=[CH:70][C:69]=2[CH3:78])[CH2:57]1.C(N(C(C)C)C(C)C)C, predict the reaction product. The product is: [NH2:55][CH:56]1[CH2:61][C@@H:60]([C:62]2[CH:63]=[CH:64][CH:65]=[CH:66][CH:67]=2)[O:59][C@@H:58]([C:68]2[CH:77]=[CH:76][C:71]([C:72]([O:74][CH3:75])=[O:73])=[CH:70][C:69]=2[CH3:78])[CH2:57]1.[F:30][C:15]1([F:14])[O:19][C:18]2[CH:20]=[CH:21][C:22]([C:24]3([C:27]([NH:55][C@@H:56]4[CH2:61][C@@H:60]([C:62]5[CH:63]=[CH:64][CH:65]=[CH:66][CH:67]=5)[O:59][C@@H:58]([C:68]5[CH:77]=[CH:76][C:71]([C:72]([O:74][CH3:75])=[O:73])=[CH:70][C:69]=5[CH3:78])[CH2:57]4)=[O:29])[CH2:25][CH2:26]3)=[CH:23][C:17]=2[O:16]1.